Task: Predict the product of the given reaction.. Dataset: Forward reaction prediction with 1.9M reactions from USPTO patents (1976-2016) (1) Given the reactants Br[C:2]1[CH:12]=[CH:11][C:5]2[N:6]([CH3:10])[C:7](=[O:9])[NH:8][C:4]=2[CH:3]=1.[B:13]1([B:13]2[O:17][C:16]([CH3:19])([CH3:18])[C:15]([CH3:21])([CH3:20])[O:14]2)[O:17][C:16]([CH3:19])([CH3:18])[C:15]([CH3:21])([CH3:20])[O:14]1.C([O-])(=O)C.[K+], predict the reaction product. The product is: [CH3:10][N:6]1[C:5]2[CH:11]=[CH:12][C:2]([B:13]3[O:17][C:16]([CH3:19])([CH3:18])[C:15]([CH3:21])([CH3:20])[O:14]3)=[CH:3][C:4]=2[NH:8][C:7]1=[O:9]. (2) The product is: [C:5]([O:4][CH:1]1[CH:23]([N:24]2[CH2:25][CH2:26][CH:27]([CH3:30])[CH2:28][CH2:29]2)[C:22]2=[CH:31][CH:19]([O:20][C:21]2=[O:32])[CH:18]2[CH:14]([O:15][C:16](=[O:34])[CH:17]2[CH3:33])[CH2:13][C:12]2([CH3:10])[CH:2]1[O:11]2)(=[O:7])[CH3:6]. Given the reactants [C:1]([O:4][C:5](=[O:7])[CH3:6])(=O)[CH3:2].OC1[CH:23]([N:24]2[CH2:29][CH2:28][CH:27]([CH3:30])[CH2:26][CH2:25]2)[C:22]2=[CH:31][CH:19]([O:20][C:21]2=[O:32])[CH:18]2[CH:14]([O:15][C:16](=[O:34])[CH:17]2[CH3:33])[CH2:13][C:12]2(C)[CH:10]1[O:11]2.O, predict the reaction product.